From a dataset of Full USPTO retrosynthesis dataset with 1.9M reactions from patents (1976-2016). Predict the reactants needed to synthesize the given product. (1) Given the product [Cl:7][C:4]1[S:3][C:2]([NH:1][C:15]([CH:11]2[C:10]([CH3:18])([CH3:9])[C:12]2([CH3:14])[CH3:13])=[O:16])=[N:6][C:5]=1[CH3:19], predict the reactants needed to synthesize it. The reactants are: [NH2:1][C:2]1(C)[NH:6][CH:5]=[C:4]([Cl:7])[S:3]1.[CH3:9][C:10]1([CH3:18])[C:12]([CH3:14])([CH3:13])[CH:11]1[C:15](Cl)=[O:16].[CH2:19](N(CC)CC)C. (2) Given the product [CH3:41][C:27]1[N:26]=[C:25]([C:23]2[CH:22]=[CH:21][N:20]=[C:19]([C:15]3[CH:14]=[C:13]([NH:12][S:9]([NH2:8])(=[O:11])=[O:10])[CH:18]=[CH:17][CH:16]=3)[N:24]=2)[CH:30]=[C:29]([C:31]2[CH:36]=[CH:35][C:34]([C:37]([F:39])([F:38])[F:40])=[CH:33][CH:32]=2)[CH:28]=1, predict the reactants needed to synthesize it. The reactants are: C(OC([NH:8][S:9]([NH:12][C:13]1[CH:18]=[CH:17][CH:16]=[C:15]([C:19]2[N:24]=[C:23]([C:25]3[CH:30]=[C:29]([C:31]4[CH:36]=[CH:35][C:34]([C:37]([F:40])([F:39])[F:38])=[CH:33][CH:32]=4)[CH:28]=[C:27]([CH3:41])[N:26]=3)[CH:22]=[CH:21][N:20]=2)[CH:14]=1)(=[O:11])=[O:10])=O)(C)(C)C.C(O)(C(F)(F)F)=O. (3) Given the product [C:31]([N:24]1[C:25]([CH:27]2[CH2:28][CH2:29]2)=[CH:26][C:22]([NH:21][C:3]2[C:2]([Br:1])=[CH:7][N:6]=[C:5]([C:8]3[S:12][C:11]([S:13]([NH:16][C:17]([CH3:19])([CH3:20])[CH3:18])(=[O:14])=[O:15])=[CH:10][CH:9]=3)[N:4]=2)=[N:23]1)(=[O:32])[CH3:30], predict the reactants needed to synthesize it. The reactants are: [Br:1][C:2]1[C:3]([NH:21][C:22]2[CH:26]=[C:25]([CH:27]3[CH2:29][CH2:28]3)[NH:24][N:23]=2)=[N:4][C:5]([C:8]2[S:12][C:11]([S:13]([NH:16][C:17]([CH3:20])([CH3:19])[CH3:18])(=[O:15])=[O:14])=[CH:10][CH:9]=2)=[N:6][CH:7]=1.[CH3:30][C:31](OC(C)=O)=[O:32]. (4) Given the product [C:21]1([S:27]([N:30]2[C:34]3=[N:35][CH:36]=[CH:37][CH:38]=[C:33]3[C:32]([CH:39]([C:2]3[N:6]4[N:7]=[C:8]([C:11]5[CH:12]=[N:13][N:14]([CH3:16])[CH:15]=5)[CH:9]=[CH:10][C:5]4=[N:4][CH:3]=3)[OH:40])=[CH:31]2)(=[O:28])=[O:29])[CH:22]=[CH:23][CH:24]=[CH:25][CH:26]=1, predict the reactants needed to synthesize it. The reactants are: Br[C:2]1[N:6]2[N:7]=[C:8]([C:11]3[CH:12]=[N:13][N:14]([CH3:16])[CH:15]=3)[CH:9]=[CH:10][C:5]2=[N:4][CH:3]=1.C([Mg]Br)C.[C:21]1([S:27]([N:30]2[C:34]3=[N:35][CH:36]=[CH:37][CH:38]=[C:33]3[C:32]([CH:39]=[O:40])=[CH:31]2)(=[O:29])=[O:28])[CH:26]=[CH:25][CH:24]=[CH:23][CH:22]=1. (5) Given the product [NH2:1][C:2]1[CH:3]=[CH:4][CH:5]=[C:6]2[C:11]=1[C:10](=[O:12])[N:9]([CH3:13])[CH:8]=[CH:7]2, predict the reactants needed to synthesize it. The reactants are: [NH2:1][C:2]1[CH:3]=[CH:4][C:5](Br)=[C:6]2[C:11]=1[C:10](=[O:12])[N:9]([CH3:13])[CH:8]=[CH:7]2. (6) The reactants are: C(O[C:6]([C:8]1[N:9]=[C:10]([C:27]#[N:28])[C:11]2[C:16]([C:17]=1[OH:18])=[CH:15][CH:14]=[C:13]([O:19][C:20]1[CH:25]=[CH:24][C:23]([F:26])=[CH:22][CH:21]=1)[CH:12]=2)=[O:7])CCC.[NH2:29][C:30]([CH3:36])([CH3:35])[CH2:31][C:32]([OH:34])=[O:33].C[O-].[Na+].[OH-].[Na+]. Given the product [C:27]([C:10]1[C:11]2[C:16](=[CH:15][CH:14]=[C:13]([O:19][C:20]3[CH:21]=[CH:22][C:23]([F:26])=[CH:24][CH:25]=3)[CH:12]=2)[C:17]([OH:18])=[C:8]([C:6]([NH:29][C:30]([CH3:36])([CH3:35])[CH2:31][C:32]([OH:34])=[O:33])=[O:7])[N:9]=1)#[N:28], predict the reactants needed to synthesize it. (7) Given the product [Cl:1][C:2]1[CH:7]=[C:6]([NH2:8])[C:5]([I:14])=[CH:4][N:3]=1, predict the reactants needed to synthesize it. The reactants are: [Cl:1][C:2]1[CH:7]=[C:6]([NH2:8])[CH:5]=[CH:4][N:3]=1.C([O-])(=O)C.[K+].[I:14]Cl. (8) Given the product [O:11]=[C:5]1[CH:4]=[CH:3][C:2]([B:17]2[O:21][C:20]([CH3:23])([CH3:22])[C:19]([CH3:25])([CH3:24])[O:18]2)=[CH:7][N:6]1[CH2:8][C:9]#[N:10], predict the reactants needed to synthesize it. The reactants are: Br[C:2]1[CH:3]=[CH:4][C:5](=[O:11])[N:6]([CH2:8][C:9]#[N:10])[CH:7]=1.C([O-])(=O)C.[K+].[B:17]1([B:17]2[O:21][C:20]([CH3:23])([CH3:22])[C:19]([CH3:25])([CH3:24])[O:18]2)[O:21][C:20]([CH3:23])([CH3:22])[C:19]([CH3:25])([CH3:24])[O:18]1.